This data is from Reaction yield outcomes from USPTO patents with 853,638 reactions. The task is: Predict the reaction yield, written as a fraction of the theoretical maximum amount of product (1.0 means a 100% yield; for example, 0.34 means a 34% yield). (1) The reactants are [CH2:1]([C:12]1[CH:20]=[CH:19][C:15]([N:16]([CH3:18])[CH3:17])=[CH:14][C:13]=1Br)[C:2]1[CH:10]=[CH:9][C:5]([N:6]([CH3:8])[CH3:7])=[CH:4][C:3]=1Br.[Li]C(CC)C.[Si:27]([CH3:31])([CH3:30])(Cl)Cl.C1(Cl)C(=O)C(Cl)=C(Cl)C(=[O:35])C=1Cl.C(=O)(O)[O-].C([NH+](CC)CC)C. The catalyst is C1COCC1. The product is [CH3:7][N:6]([CH3:8])[C:5]1[CH:9]=[CH:10][C:2]2[C:1](=[O:35])[C:12]3[C:13]([Si:27]([CH3:31])([CH3:30])[C:3]=2[CH:4]=1)=[CH:14][C:15]([N:16]([CH3:18])[CH3:17])=[CH:19][CH:20]=3. The yield is 0.540. (2) The reactants are C[N:2](C)[CH:3]=[CH:4][C:5]([C:7]1[C:12](=[O:13])[CH:11]=[CH:10][N:9]([C:14]2[CH:19]=[CH:18][CH:17]=[CH:16][C:15]=2[F:20])[N:8]=1)=O.[C:22]1([NH:28]N)[CH:27]=[CH:26][CH:25]=[CH:24][CH:23]=1. The catalyst is CO. The product is [F:20][C:15]1[CH:16]=[CH:17][CH:18]=[CH:19][C:14]=1[N:9]1[CH:10]=[CH:11][C:12](=[O:13])[C:7]([C:5]2[N:28]([C:22]3[CH:27]=[CH:26][CH:25]=[CH:24][CH:23]=3)[N:2]=[CH:3][CH:4]=2)=[N:8]1. The yield is 0.310. (3) The reactants are [CH2:1]([O:19][CH:20]1[CH:25]([O:26][CH2:27][CH2:28][CH2:29][CH2:30][CH2:31][CH2:32][CH2:33][CH2:34][CH2:35][CH2:36][CH2:37][CH2:38][CH2:39][CH2:40][CH2:41][CH2:42][CH2:43][CH3:44])[CH:24]([O:45][CH2:46][CH2:47][CH2:48][CH2:49][CH2:50][CH2:51][CH2:52][CH2:53][CH2:54][CH2:55][CH2:56][CH2:57][CH2:58][CH2:59][CH2:60][CH2:61][CH2:62][CH3:63])[CH2:23][CH:22]([CH2:64][O:65][C:66]2[CH:78]=[CH:77][C:76]3[C:75]4[C:70](=[CH:71][CH:72]=[CH:73][CH:74]=4)[C:69](=[O:79])[C:68]=3[CH:67]=2)[CH2:21]1)[CH2:2][CH2:3][CH2:4][CH2:5][CH2:6][CH2:7][CH2:8][CH2:9][CH2:10][CH2:11][CH2:12][CH2:13][CH2:14][CH2:15][CH2:16][CH2:17][CH3:18].[Cl:80][C:81]1[CH:86]=[CH:85][C:84]([Mg]Br)=[CH:83][CH:82]=1. The catalyst is C1COCC1. The product is [Cl:80][C:81]1[CH:86]=[CH:85][C:84]([C:69]2([OH:79])[C:68]3[CH:67]=[C:66]([O:65][CH2:64][CH:22]4[CH2:21][CH:20]([O:19][CH2:1][CH2:2][CH2:3][CH2:4][CH2:5][CH2:6][CH2:7][CH2:8][CH2:9][CH2:10][CH2:11][CH2:12][CH2:13][CH2:14][CH2:15][CH2:16][CH2:17][CH3:18])[CH:25]([O:26][CH2:27][CH2:28][CH2:29][CH2:30][CH2:31][CH2:32][CH2:33][CH2:34][CH2:35][CH2:36][CH2:37][CH2:38][CH2:39][CH2:40][CH2:41][CH2:42][CH2:43][CH3:44])[CH:24]([O:45][CH2:46][CH2:47][CH2:48][CH2:49][CH2:50][CH2:51][CH2:52][CH2:53][CH2:54][CH2:55][CH2:56][CH2:57][CH2:58][CH2:59][CH2:60][CH2:61][CH2:62][CH3:63])[CH2:23]4)[CH:78]=[CH:77][C:76]=3[C:75]3[C:70]2=[CH:71][CH:72]=[CH:73][CH:74]=3)=[CH:83][CH:82]=1. The yield is 0.940. (4) The reactants are [H-].[Na+].[CH2:3]([O:10][C:11]([N:13]([CH2:15][C:16]1[C:24]2[C:19](=[CH:20][CH:21]=[CH:22][CH:23]=2)[NH:18][CH:17]=1)[CH3:14])=[O:12])[C:4]1[CH:9]=[CH:8][CH:7]=[CH:6][CH:5]=1.[CH2:25](Br)[C:26]1[CH:31]=[CH:30][CH:29]=[CH:28][CH:27]=1. The catalyst is CN(C=O)C.O. The product is [CH2:3]([O:10][C:11]([N:13]([CH2:15][C:16]1[C:24]2[C:19](=[CH:20][CH:21]=[CH:22][CH:23]=2)[N:18]([CH2:25][C:26]2[CH:31]=[CH:30][CH:29]=[CH:28][CH:27]=2)[CH:17]=1)[CH3:14])=[O:12])[C:4]1[CH:9]=[CH:8][CH:7]=[CH:6][CH:5]=1. The yield is 0.930. (5) The reactants are [C:1]([O:5][C:6]([N:8]1[C:16]2[C:11](=[CH:12][C:13]([O:17]C(OC(C)(C)C)=O)=[CH:14][CH:15]=2)[CH:10]=[CH:9]1)=[O:7])([CH3:4])([CH3:3])[CH3:2].N1CCOCC1. The catalyst is ClCCl. The product is [C:1]([O:5][C:6]([N:8]1[C:16]2[C:11](=[CH:12][C:13]([OH:17])=[CH:14][CH:15]=2)[CH:10]=[CH:9]1)=[O:7])([CH3:4])([CH3:2])[CH3:3]. The yield is 0.770. (6) The reactants are [CH3:1][O:2][C:3](=[O:16])[CH:4]=[CH:5][C:6]1[CH:11]=[CH:10][CH:9]=[C:8]([S:12](Cl)(=[O:14])=[O:13])[CH:7]=1.[NH2:17][C:18]1[CH:23]=[CH:22][CH:21]=[CH:20][CH:19]=1.N1C=CC=CC=1. The catalyst is ClCCl. The product is [CH3:1][O:2][C:3](=[O:16])[CH:4]=[CH:5][C:6]1[CH:11]=[CH:10][CH:9]=[C:8]([S:12](=[O:14])(=[O:13])[NH:17][C:18]2[CH:23]=[CH:22][CH:21]=[CH:20][CH:19]=2)[CH:7]=1. The yield is 0.290. (7) The reactants are [H-].[Na+].[Cl:3][C:4]1[CH:11]=[CH:10][C:7]([CH:8]=O)=[CH:6][C:5]=1[F:12].[CH2:13]1COCC1. The catalyst is [Br-].C[P+](C1C=CC=CC=1)(C1C=CC=CC=1)C1C=CC=CC=1. The product is [Cl:3][C:4]1[CH:11]=[CH:10][C:7]([CH:8]=[CH2:13])=[CH:6][C:5]=1[F:12]. The yield is 0.470. (8) The reactants are Cl[N:2]1[C:6](=O)[CH2:5][CH2:4][C:3]1=O.C[N:10]([CH:12]=[CH:13][C:14]([O:16][CH2:17][CH3:18])=[O:15])C.[CH2:19](N(CC)CC)C.Cl.CN([CH:30]=[O:31])C. The catalyst is C(Cl)(Cl)Cl. The product is [CH2:17]([O:16][C:14]([C:13]1[C:12]([C:6]2[CH:5]=[CH:4][CH:3]=[CH:19][N:2]=2)=[N:10][O:31][CH:30]=1)=[O:15])[CH3:18]. The yield is 0.660. (9) The reactants are [CH3:1][O:2][CH2:3][CH2:4][CH2:5][CH2:6][CH2:7][CH2:8][CH2:9][CH2:10][CH2:11][OH:12].C([O-])(=O)C.[Na+].[Cr](O[Cr]([O-])(=O)=O)([O-])(=O)=O.[NH+]1C=CC=CC=1.[NH+]1C=CC=CC=1. The catalyst is ClCCl. The product is [CH3:1][O:2][CH2:3][CH2:4][CH2:5][CH2:6][CH2:7][CH2:8][CH2:9][CH2:10][CH:11]=[O:12]. The yield is 0.544.